This data is from Catalyst prediction with 721,799 reactions and 888 catalyst types from USPTO. The task is: Predict which catalyst facilitates the given reaction. (1) Reactant: C[C:2]1[C:3]([Cl:15])=[C:4]([C:8]([O:11][CH:12]2[CH2:14][CH2:13]2)=[CH:9][CH:10]=1)[C:5](O)=[O:6].CN(C=O)C.C(Cl)(=O)C([Cl:24])=O.N#N. Product: [Cl:15][C:3]1[CH:2]=[CH:10][CH:9]=[C:8]([O:11][CH:12]2[CH2:14][CH2:13]2)[C:4]=1[C:5]([Cl:24])=[O:6]. The catalyst class is: 2. (2) Reactant: [Cl:1][C:2]1[CH:26]=[CH:25][C:5]([C:6]([C:8]2[CH:13]=[CH:12][C:11]([NH:14][C:15](=[O:17])[CH3:16])=[C:10]([C:18]([C:20]3[S:21][CH:22]=[CH:23][CH:24]=3)=O)[CH:9]=2)=[O:7])=[CH:4][CH:3]=1.CC(O)(C)C.[K].O. Product: [Cl:1][C:2]1[CH:26]=[CH:25][C:5]([C:6]([C:8]2[CH:9]=[C:10]3[C:11](=[CH:12][CH:13]=2)[NH:14][C:15](=[O:17])[CH:16]=[C:18]3[C:20]2[S:21][CH:22]=[CH:23][CH:24]=2)=[O:7])=[CH:4][CH:3]=1. The catalyst class is: 57. (3) Reactant: [Br:1][C:2]1[CH:9]=[CH:8][C:7]([O:10][CH2:11][CH:12]2[CH2:17][CH2:16][N:15]([CH2:18][C:19](O)([CH3:21])[CH3:20])[CH2:14][CH2:13]2)=[CH:6][C:3]=1[C:4]#[N:5].CCN(S(F)(F)[F:29])CC.C([O-])(O)=O.[Na+]. Product: [Br:1][C:2]1[CH:9]=[CH:8][C:7]([O:10][CH2:11][CH:12]2[CH2:17][CH2:16][N:15]([CH2:18][C:19]([F:29])([CH3:21])[CH3:20])[CH2:14][CH2:13]2)=[CH:6][C:3]=1[C:4]#[N:5]. The catalyst class is: 2. (4) Reactant: [Cl:1][C:2]1[N:3]=[C:4](Cl)[C:5]2[O:10][C:9]([C:11]3[CH:16]=[CH:15][CH:14]=[CH:13][CH:12]=3)=[CH:8][C:6]=2[N:7]=1.[NH:18]1[CH2:23][CH2:22][O:21][CH2:20][CH2:19]1. Product: [Cl:1][C:2]1[N:3]=[C:4]([N:18]2[CH2:23][CH2:22][O:21][CH2:20][CH2:19]2)[C:5]2[O:10][C:9]([C:11]3[CH:16]=[CH:15][CH:14]=[CH:13][CH:12]=3)=[CH:8][C:6]=2[N:7]=1. The catalyst class is: 5. (5) The catalyst class is: 65. Product: [NH2:1][C:2]1[C:7]([N+:9]([O-:11])=[O:10])=[C:6]([Cl:8])[CH:5]=[CH:4][N:3]=1. Reactant: [NH2:1][C:2]1[CH:7]=[C:6]([Cl:8])[CH:5]=[CH:4][N:3]=1.[N+:9]([O-])([OH:11])=[O:10].O. (6) The catalyst class is: 124. Reactant: [C:1]([O:4][C@H:5]1[C@H:10]([O:11][C:12](=[O:14])[CH3:13])[C@@H:9]([O:15][C:16](=[O:18])[CH3:17])[C@H:8]([C:19]2[CH:24]=[CH:23][C:22]([Cl:25])=[C:21]([CH2:26][C:27]3[CH:32]=[CH:31][C:30]([OH:33])=[CH:29][CH:28]=3)[CH:20]=2)[O:7][C@@H:6]1[CH2:34][O:35][C:36](=[O:38])[CH3:37])(=[O:3])[CH3:2].CCN(CC)CC.[S:46](O[S:46]([C:49]([F:52])([F:51])[F:50])(=[O:48])=[O:47])([C:49]([F:52])([F:51])[F:50])(=[O:48])=[O:47]. Product: [C:1]([O:4][C@H:5]1[C@H:10]([O:11][C:12](=[O:14])[CH3:13])[C@@H:9]([O:15][C:16](=[O:18])[CH3:17])[C@@H:8]([C:19]2[CH:24]=[CH:23][C:22]([Cl:25])=[C:21]([CH2:26][C:27]3[CH:28]=[CH:29][C:30]([O:33][S:46]([C:49]([F:52])([F:51])[F:50])(=[O:48])=[O:47])=[CH:31][CH:32]=3)[CH:20]=2)[O:7][C@@H:6]1[CH2:34][O:35][C:36](=[O:38])[CH3:37])(=[O:3])[CH3:2]. (7) Reactant: [CH3:1][C:2]1[CH:21]=[C:5]2[N:6]=[CH:7][C:8]3[CH:13]=[C:12]([C:14]4[CH:19]=[CH:18][CH:17]=[CH:16][CH:15]=4)[C:11](=[O:20])[NH:10][C:9]=3[N:4]2[N:3]=1.[I:22]N1C(=O)CCC1=O. Product: [I:22][C:21]1[C:2]([CH3:1])=[N:3][N:4]2[C:9]3[C:8](=[CH:13][C:12]([C:14]4[CH:15]=[CH:16][CH:17]=[CH:18][CH:19]=4)=[C:11]([OH:20])[N:10]=3)[CH:7]=[N:6][C:5]=12. The catalyst class is: 3.